Dataset: Catalyst prediction with 721,799 reactions and 888 catalyst types from USPTO. Task: Predict which catalyst facilitates the given reaction. (1) The catalyst class is: 116. Reactant: [CH2:1]([OH:4])[C:2]#[CH:3].[H-].[Al+3].[Li+].[H-].[H-].[H-].[CH2:11]([Sn:15](Cl)([CH2:20][CH2:21][CH2:22][CH3:23])[CH2:16][CH2:17][CH2:18][CH3:19])[CH2:12][CH2:13][CH3:14]. Product: [CH2:20]([Sn:15]([CH2:11][CH2:12][CH2:13][CH3:14])([CH2:16][CH2:17][CH2:18][CH3:19])/[CH:3]=[CH:2]\[CH2:1][OH:4])[CH2:21][CH2:22][CH3:23]. (2) Reactant: [Br-].[O:2]=[C:3]1[N:8]2[CH:9]=[N+:10]([CH2:12][CH2:13][CH3:14])[CH:11]=[C:7]2[CH2:6][CH2:5][NH:4]1.[F:15][C:16]1[CH:17]=[C:18]([C:26]2[S:30][C:29]([NH2:31])=[N:28][C:27]=2[CH3:32])[CH:19]=[CH:20][C:21]=1[S:22]([CH3:25])(=[O:24])=[O:23].CCN(CC)CC. Product: [F:15][C:16]1[CH:17]=[C:18]([C:26]2[S:30][C:29]([NH:31][C:3]([NH:4][CH2:5][CH2:6][C:7]3[N:8]=[CH:9][N:10]([CH2:12][CH2:13][CH3:14])[CH:11]=3)=[O:2])=[N:28][C:27]=2[CH3:32])[CH:19]=[CH:20][C:21]=1[S:22]([CH3:25])(=[O:23])=[O:24]. The catalyst class is: 25. (3) Reactant: Br[C:2]1[CH:3]=[N:4][CH:5]=[C:6]([Br:8])[CH:7]=1.[C:9]1(=[O:15])[CH2:14][CH2:13][CH2:12][CH2:11][CH2:10]1. Product: [Br:8][C:6]1[CH:7]=[C:2]([C:9]2([OH:15])[CH2:14][CH2:13][CH2:12][CH2:11][CH2:10]2)[CH:3]=[N:4][CH:5]=1. The catalyst class is: 1.